From a dataset of Forward reaction prediction with 1.9M reactions from USPTO patents (1976-2016). Predict the product of the given reaction. (1) The product is: [CH3:1][O:2][C:3]1[CH:23]=[CH:22][C:21]([O:24][CH3:25])=[CH:20][C:4]=1[CH2:5][CH:6]1[C:15]2[C:10](=[CH:11][C:12]([O:18][CH3:19])=[C:13]([O:16][CH3:17])[CH:14]=2)[CH2:9][CH2:8][N:7]1[CH:27]([C:32]1[CH:37]=[CH:36][CH:35]=[CH:34][CH:33]=1)[C:28]([OH:30])=[O:29]. Given the reactants [CH3:1][O:2][C:3]1[CH:23]=[CH:22][C:21]([O:24][CH3:25])=[CH:20][C:4]=1[CH2:5][CH:6]1[C:15]2[C:10](=[CH:11][C:12]([O:18][CH3:19])=[C:13]([O:16][CH3:17])[CH:14]=2)[CH2:9][CH2:8][NH:7]1.Br[CH:27]([C:32]1[CH:37]=[CH:36][CH:35]=[CH:34][CH:33]=1)[C:28]([O:30]C)=[O:29], predict the reaction product. (2) Given the reactants Cl.[O:2]1[C:11]2[CH:10]=[C:9]([CH2:12][NH:13][CH2:14][CH:15]3[CH2:19][CH2:18][NH:17][CH2:16]3)[N:8]=[CH:7][C:6]=2[O:5][CH2:4][CH2:3]1.C[O-].[Na+].CO.[F:25][C:26]1[CH:35]=[C:34]2[C:29]([CH:30]=[CH:31][C:32](=[O:39])[N:33]2[CH2:36][CH:37]=O)=[N:28][CH:27]=1.C([BH3-])#N.[Na+].C(=O)([O-])O.[Na+], predict the reaction product. The product is: [O:2]1[C:11]2[CH:10]=[C:9]([CH2:12][NH:13][CH2:14][CH:15]3[CH2:19][CH2:18][N:17]([CH2:37][CH2:36][N:33]4[C:34]5[C:29](=[N:28][CH:27]=[C:26]([F:25])[CH:35]=5)[CH:30]=[CH:31][C:32]4=[O:39])[CH2:16]3)[N:8]=[CH:7][C:6]=2[O:5][CH2:4][CH2:3]1. (3) Given the reactants [C:1]([C:4]1[C:9]([O:10][CH2:11][CH:12]=[CH2:13])=[CH:8][C:7]([O:14][CH2:15][CH:16]=[CH2:17])=[CH:6][C:5]=1[CH2:18][C:19]([O:21][CH3:22])=[O:20])(=O)[CH3:2].C([SiH](CC)CC)C.C(=O)([O-])O.[Na+], predict the reaction product. The product is: [CH2:11]([O:10][C:9]1[C:4]([CH2:1][CH3:2])=[C:5]([CH2:18][C:19]([O:21][CH3:22])=[O:20])[CH:6]=[C:7]([O:14][CH2:15][CH:16]=[CH2:17])[CH:8]=1)[CH:12]=[CH2:13]. (4) Given the reactants [F:1][C:2]([F:7])([F:6])[C:3]([OH:5])=[O:4].[F:8][C:9]([F:14])([F:13])[C:10]([OH:12])=[O:11].FC(F)(F)C(O)=O.[Cl:22][C:23]1[CH:24]=[N:25][C:26]2[NH:27][C:28]3[CH:29]=[N:30][CH:31]=[C:32]([CH:53]=3)[CH2:33][CH2:34][C:35]3[CH:43]=[C:39]([NH:40][C:41]=1[N:42]=2)[CH:38]=[CH:37][C:36]=3[O:44][CH2:45][CH2:46][CH:47]1[CH2:52][CH2:51][NH:50][CH2:49][CH2:48]1.[N:54]([C:57]1[CH:64]=[CH:63][C:60]([C:61]#[N:62])=[CH:59][CH:58]=1)=[C:55]=[O:56], predict the reaction product. The product is: [F:1][C:2]([F:7])([F:6])[C:3]([OH:5])=[O:4].[F:8][C:9]([F:14])([F:13])[C:10]([OH:12])=[O:11].[Cl:22][C:23]1[CH:24]=[N:25][C:26]2[NH:27][C:28]3[CH:29]=[N:30][CH:31]=[C:32]([CH:53]=3)[CH2:33][CH2:34][C:35]3[CH:43]=[C:39]([NH:40][C:41]=1[N:42]=2)[CH:38]=[CH:37][C:36]=3[O:44][CH2:45][CH2:46][CH:47]1[CH2:48][CH2:49][N:50]([C:55]([NH:54][C:57]2[CH:64]=[CH:63][C:60]([C:61]#[N:62])=[CH:59][CH:58]=2)=[O:56])[CH2:51][CH2:52]1. (5) Given the reactants C([N:3]([CH2:14][CH3:15])[C:4](=[O:13])[C:5]1[CH:10]=[CH:9][CH:8]=[C:7](C)[C:6]=1[CH3:12])C.[OH:16][CH:17]1[CH2:21][CH2:20][N:19]([CH2:22]CC#N)[CH2:18]1, predict the reaction product. The product is: [OH:16][CH:17]1[CH2:21][CH2:20][N:19]([CH2:22][CH2:15][C:14]2[NH:3][C:4](=[O:13])[C:5]3[C:6]([CH:12]=2)=[CH:7][CH:8]=[CH:9][CH:10]=3)[CH2:18]1. (6) Given the reactants [Si:1](Cl)([C:4]([CH3:7])([CH3:6])[CH3:5])([CH3:3])[CH3:2].N1C=CN=C1.[F:14][C:15]1[CH:20]=[CH:19][CH:18]=[CH:17][C:16]=1[CH2:21][CH2:22][CH2:23][OH:24], predict the reaction product. The product is: [C:4]([Si:1]([O:24][CH2:23][CH2:22][CH2:21][C:16]1[CH:17]=[CH:18][CH:19]=[CH:20][C:15]=1[F:14])([CH3:3])[CH3:2])([CH3:7])([CH3:6])[CH3:5]. (7) Given the reactants [OH:1][C:2]1[CH:3]=[C:4]([CH2:10][C:11]([OH:13])=[O:12])[CH:5]=[CH:6][C:7]=1[O:8][CH3:9].C(=O)([O-])[O-].[Cs+].[Cs+].[CH2:20](I)[CH3:21].[OH-].[Li+], predict the reaction product. The product is: [CH2:20]([O:1][C:2]1[CH:3]=[C:4]([CH2:10][C:11]([OH:13])=[O:12])[CH:5]=[CH:6][C:7]=1[O:8][CH3:9])[CH3:21]. (8) The product is: [Cl:31][C:21]1[CH:22]=[C:23]([C:25]2[N:29]([CH3:30])[N:28]=[CH:27][N:26]=2)[S:24][C:20]=1[C:18]1[N:5]2[N:6]=[C:7]([CH3:17])[CH:8]=[C:9]([CH:10]([CH2:14][CH2:15][CH3:16])[CH2:11][CH2:12][CH3:13])[C:4]2=[N:3][C:2]=1[CH3:1]. Given the reactants [CH3:1][C:2]1[N:3]=[C:4]2[C:9]([CH:10]([CH2:14][CH2:15][CH3:16])[CH2:11][CH2:12][CH3:13])=[CH:8][C:7]([CH3:17])=[N:6][N:5]2[CH:18]=1.Br[C:20]1[S:24][C:23]([C:25]2[N:29]([CH3:30])[N:28]=[CH:27][N:26]=2)=[CH:22][C:21]=1[Cl:31].CC([O-])=O.[K+].N#N, predict the reaction product. (9) Given the reactants C[O:2][C:3]([C:5]1[C:13]2[C:8](=[CH:9][C:10]([C:14]3[CH:19]=[CH:18][C:17]([O:20][CH2:21][C:22]4[N:23]([C:30]5[C:35]([Cl:36])=[CH:34][CH:33]=[CH:32][C:31]=5[Cl:37])[N:24]=[N:25][C:26]=4[CH:27]4[CH2:29][CH2:28]4)=[CH:16][C:15]=3[CH3:38])=[CH:11][CH:12]=2)[N:7]([CH:39]([CH3:41])[CH3:40])[N:6]=1)=[O:4].C1COCC1.[Li+].[OH-].Cl, predict the reaction product. The product is: [CH:27]1([C:26]2[N:25]=[N:24][N:23]([C:30]3[C:31]([Cl:37])=[CH:32][CH:33]=[CH:34][C:35]=3[Cl:36])[C:22]=2[CH2:21][O:20][C:17]2[CH:18]=[CH:19][C:14]([C:10]3[CH:9]=[C:8]4[C:13]([C:5]([C:3]([OH:4])=[O:2])=[N:6][N:7]4[CH:39]([CH3:41])[CH3:40])=[CH:12][CH:11]=3)=[C:15]([CH3:38])[CH:16]=2)[CH2:28][CH2:29]1. (10) Given the reactants [CH3:1][O:2][CH:3]([O:15][CH3:16])[CH2:4][N:5]1[C:13]2[C:8](=[CH:9][CH:10]=[C:11]([NH2:14])[CH:12]=2)[CH2:7][NH:6]1.[O:17]([C:24]1[CH:29]=[CH:28][C:27]([CH2:30][C:31](O)=[O:32])=[CH:26][CH:25]=1)[C:18]1[CH:23]=[CH:22][CH:21]=[CH:20][CH:19]=1.CN1CCOCC1.C1C=CC2N(O)N=NC=2C=1.Cl.C(N=C=NC(C)(C)CC)C, predict the reaction product. The product is: [CH3:16][O:15][CH:3]([O:2][CH3:1])[CH2:4][N:5]1[C:13]2[C:8](=[CH:9][CH:10]=[C:11]([NH:14][C:31](=[O:32])[CH2:30][C:27]3[CH:28]=[CH:29][C:24]([O:17][C:18]4[CH:19]=[CH:20][CH:21]=[CH:22][CH:23]=4)=[CH:25][CH:26]=3)[CH:12]=2)[CH:7]=[N:6]1.